Predict the reactants needed to synthesize the given product. From a dataset of Full USPTO retrosynthesis dataset with 1.9M reactions from patents (1976-2016). (1) Given the product [NH2:1][C:2]1[S:3][CH:4]=[C:5]2[C:10]=1[C:9](=[O:11])[N:8]([C:12]1[CH:17]=[CH:16][CH:15]=[C:14]([C:19]([O:21][CH2:22][CH3:23])=[O:20])[CH:13]=1)[N:7]=[C:6]2[C:19]([O:21][CH2:22][CH3:23])=[O:20], predict the reactants needed to synthesize it. The reactants are: [NH2:1][C:2]1[S:3][CH:4]=[C:5]2[C:10]=1[C:9](=[O:11])[N:8]([C:12]1[CH:17]=[CH:16][C:15](Cl)=[CH:14][CH:13]=1)[N:7]=[C:6]2[C:19]([O:21][CH2:22][CH3:23])=[O:20]. (2) Given the product [N:1]1([C:7]([C:9]2[CH:14]=[CH:13][C:12]([N:15]3[CH2:20][CH2:19][CH:18]([N:21]4[CH2:25][CH2:24][C@H:23]([NH:26][C:27](=[O:42])[CH2:28][NH:29][C:30](=[O:41])[C:31]5[CH:36]=[CH:35][CH:34]=[C:33]([C:37]([F:38])([F:39])[F:40])[CH:32]=5)[CH2:22]4)[CH2:17][CH2:16]3)=[CH:11][CH:10]=2)=[O:8])[CH2:6][CH2:5][O:4][CH2:3][CH2:2]1, predict the reactants needed to synthesize it. The reactants are: [N:1]1([C:7]([C:9]2[CH:14]=[CH:13][C:12]([N:15]3[CH2:20][CH2:19][CH:18]([N:21]4[CH2:25][CH2:24][C@@H:23]([NH:26][C:27](=[O:42])[CH2:28][NH:29][C:30](=[O:41])[C:31]5[CH:36]=[CH:35][CH:34]=[C:33]([C:37]([F:40])([F:39])[F:38])[CH:32]=5)[CH2:22]4)[CH2:17][CH2:16]3)=[CH:11][CH:10]=2)=[O:8])[CH2:6][CH2:5][O:4][CH2:3][CH2:2]1.C(N)(=O)C1C=CC=CC=1. (3) Given the product [CH:1]([C:4]1[C:8]([CH2:9][CH2:10][CH2:11][O:12][C:24]2[C:29]([O:30][CH3:31])=[CH:28][CH:27]=[CH:26][C:25]=2[CH2:32][C:33]([OH:35])=[O:34])=[CH:7][N:6]([C:13]2[N:14]=[N:15][C:16]([C:19]([F:21])([F:20])[F:22])=[CH:17][CH:18]=2)[N:5]=1)([CH3:3])[CH3:2], predict the reactants needed to synthesize it. The reactants are: [CH:1]([C:4]1[C:8]([CH2:9][CH2:10][CH2:11][OH:12])=[CH:7][N:6]([C:13]2[N:14]=[N:15][C:16]([C:19]([F:22])([F:21])[F:20])=[CH:17][CH:18]=2)[N:5]=1)([CH3:3])[CH3:2].O[C:24]1[C:29]([O:30][CH3:31])=[CH:28][CH:27]=[CH:26][C:25]=1[CH2:32][C:33]([O:35]C)=[O:34].C(P(CCCC)CCCC)CCC.N(C(N1CCCCC1)=O)=NC(N1CCCCC1)=O. (4) Given the product [Si:8]([O:7][CH2:6][C:5]1[CH:15]=[CH:16][C:2]([CH:34]([C:33]2[CH:36]=[CH:37][CH:38]=[C:31]([CH2:30][N:29]3[C:22]4=[N:23][C:24]([CH3:28])=[CH:25][C:26]([CH3:27])=[C:21]4[N:20]=[C:19]3[CH2:17][CH3:18])[CH:32]=2)[OH:35])=[CH:3][CH:4]=1)([C:11]([CH3:14])([CH3:13])[CH3:12])([CH3:10])[CH3:9], predict the reactants needed to synthesize it. The reactants are: Br[C:2]1[CH:16]=[CH:15][C:5]([CH2:6][O:7][Si:8]([C:11]([CH3:14])([CH3:13])[CH3:12])([CH3:10])[CH3:9])=[CH:4][CH:3]=1.[CH2:17]([C:19]1[N:29]([CH2:30][C:31]2[CH:32]=[C:33]([CH:36]=[CH:37][CH:38]=2)[CH:34]=[O:35])[C:22]2=[N:23][C:24]([CH3:28])=[CH:25][C:26]([CH3:27])=[C:21]2[N:20]=1)[CH3:18].[Cl-].[NH4+]. (5) Given the product [CH2:18]([O:20][C:21](=[O:47])[CH2:22][C:23]1([C:26]2[CH:27]=[CH:28][C:29]([C:32]3[CH:37]=[CH:36][C:35]([C:2]4[S:3][CH:4]=[CH:5][C:6]=4[CH:7]([OH:17])[CH2:8][CH2:9][CH2:10][C:11]4[CH:16]=[CH:15][CH:14]=[CH:13][CH:12]=4)=[CH:34][CH:33]=3)=[CH:30][CH:31]=2)[CH2:24][CH2:25]1)[CH3:19], predict the reactants needed to synthesize it. The reactants are: Br[C:2]1[S:3][CH:4]=[CH:5][C:6]=1[CH:7]([OH:17])[CH2:8][CH2:9][CH2:10][C:11]1[CH:16]=[CH:15][CH:14]=[CH:13][CH:12]=1.[CH2:18]([O:20][C:21](=[O:47])[CH2:22][C:23]1([C:26]2[CH:31]=[CH:30][C:29]([C:32]3[CH:37]=[CH:36][C:35](B4OC(C)(C)C(C)(C)O4)=[CH:34][CH:33]=3)=[CH:28][CH:27]=2)[CH2:25][CH2:24]1)[CH3:19]. (6) Given the product [F:1][C:2]1[CH:7]=[CH:6][C:5]([N:8]2[C:12]3=[N:13][CH:14]=[CH:15][C:16]([C:29]4[CH:28]=[N:27][CH:26]=[CH:25][C:24]=4[C:22]([O:21][CH3:20])=[O:23])=[C:11]3[CH:10]=[N:9]2)=[CH:4][CH:3]=1, predict the reactants needed to synthesize it. The reactants are: [F:1][C:2]1[CH:7]=[CH:6][C:5]([N:8]2[C:12]3=[N:13][CH:14]=[CH:15][C:16](B(O)O)=[C:11]3[CH:10]=[N:9]2)=[CH:4][CH:3]=1.[CH3:20][O:21][C:22]([C:24]1[CH:29]=[CH:28][N:27]=[CH:26][C:25]=1Br)=[O:23].C(=O)([O-])[O-].[K+].[K+].C(Cl)Cl. (7) Given the product [I:29][C:2]1[CH:3]=[CH:4][C:5]2[N:9]=[C:8]([C:10]([Cl:13])([Cl:12])[Cl:11])[N:7]([C:14]3[CH:19]=[CH:18][N:17]=[C:16]([NH2:20])[N:15]=3)[C:6]=2[CH:21]=1, predict the reactants needed to synthesize it. The reactants are: Br[C:2]1[CH:3]=[CH:4][C:5]2[N:9]=[C:8]([C:10]([Cl:13])([Cl:12])[Cl:11])[N:7]([C:14]3[CH:19]=[CH:18][N:17]=[C:16]([NH2:20])[N:15]=3)[C:6]=2[CH:21]=1.NC1C=CC([I:29])=CC=1NC1C=CN=C(N)N=1. (8) Given the product [Cl:22][C:18]1[CH:17]=[C:16]([CH:21]=[CH:20][CH:19]=1)[O:15][C:7]1[C:8]2[C:9](=[N:10][CH:11]=[N:12][C:13]=2[NH2:14])[NH:5][N:6]=1, predict the reactants needed to synthesize it. The reactants are: C([N:5]1[C:9]2=[N:10][CH:11]=[N:12][C:13]([NH2:14])=[C:8]2[C:7]([O:15][C:16]2[CH:21]=[CH:20][CH:19]=[C:18]([Cl:22])[CH:17]=2)=[N:6]1)(C)(C)C.ClC1C=C(O)C=CC=1.BrC1C2C(=NC=NC=2N)N(C(C)(C)C)N=1.S(=O)(=O)(O)O. (9) Given the product [CH:26]([N:15]([CH:12]([CH3:14])[CH3:13])[C:16]([S:18][C:19]1[CH:20]=[N:21][CH:22]=[CH:23][C:24]=1[NH:25][C:4](=[O:5])[C:3]1[C:2]([Cl:1])=[CH:10][CH:9]=[CH:8][C:7]=1[Cl:11])=[S:17])([CH3:28])[CH3:27], predict the reactants needed to synthesize it. The reactants are: [Cl:1][C:2]1[CH:10]=[CH:9][CH:8]=[C:7]([Cl:11])[C:3]=1[C:4](Cl)=[O:5].[CH:12]([N:15]([CH:26]([CH3:28])[CH3:27])[C:16]([S:18][C:19]1[CH:20]=[N:21][CH:22]=[CH:23][C:24]=1[NH2:25])=[S:17])([CH3:14])[CH3:13]. (10) Given the product [C:1]([O:5][C:6](=[O:34])[NH:7][C:8](=[NH:9])[C:10]1[S:11][C:12]([S:32][CH3:33])=[C:13]([S:15]([C:18]2[CH:19]=[C:20]([C:24]3[C:25]([NH:31][C:49](=[O:50])[CH2:48][CH2:47][CH2:46][S:43]([CH3:42])(=[O:45])=[O:44])=[CH:26][CH:27]=[CH:28][C:29]=3[CH3:30])[CH:21]=[CH:22][CH:23]=2)(=[O:17])=[O:16])[CH:14]=1)([CH3:4])([CH3:3])[CH3:2], predict the reactants needed to synthesize it. The reactants are: [C:1]([O:5][C:6](=[O:34])[NH:7][C:8]([C:10]1[S:11][C:12]([S:32][CH3:33])=[C:13]([S:15]([C:18]2[CH:19]=[C:20]([C:24]3[C:29]([CH3:30])=[CH:28][CH:27]=[CH:26][C:25]=3[NH2:31])[CH:21]=[CH:22][CH:23]=2)(=[O:17])=[O:16])[CH:14]=1)=[NH:9])([CH3:4])([CH3:3])[CH3:2].C(N(CC)CC)C.[CH3:42][S:43]([CH2:46][CH2:47][CH2:48][C:49](Cl)=[O:50])(=[O:45])=[O:44].